From a dataset of Reaction yield outcomes from USPTO patents with 853,638 reactions. Predict the reaction yield, written as a fraction of the theoretical maximum amount of product (1.0 means a 100% yield; for example, 0.34 means a 34% yield). (1) The reactants are [N:1]1([C:7]2[C:8]3[N:16]=[C:15]([C:17]4[CH:18]=[N:19][CH:20]=[CH:21][CH:22]=4)[S:14][C:9]=3[N:10]=[C:11]([NH2:13])[N:12]=2)[CH2:6][CH2:5][NH:4][CH2:3][CH2:2]1.C(N(C(C)C)CC)(C)C.Cl[C:33]([O:35][C:36]1[CH:41]=[CH:40][C:39]([CH3:42])=[CH:38][CH:37]=1)=[O:34]. The catalyst is O1CCOCC1. The product is [NH2:13][C:11]1[N:12]=[C:7]([N:1]2[CH2:6][CH2:5][N:4]([C:33]([O:35][C:36]3[CH:41]=[CH:40][C:39]([CH3:42])=[CH:38][CH:37]=3)=[O:34])[CH2:3][CH2:2]2)[C:8]2[N:16]=[C:15]([C:17]3[CH:18]=[N:19][CH:20]=[CH:21][CH:22]=3)[S:14][C:9]=2[N:10]=1. The yield is 0.670. (2) The reactants are [Br:1][C:2]1[CH:3]=[C:4]([NH:9][S:10]([C:13]2[CH:18]=[CH:17][C:16]([O:19]C)=[CH:15][CH:14]=2)(=[O:12])=[O:11])[C:5]([Cl:8])=[N:6][CH:7]=1.B(Br)(Br)Br. The catalyst is ClCCl. The product is [Br:1][C:2]1[CH:3]=[C:4]([NH:9][S:10]([C:13]2[CH:18]=[CH:17][C:16]([OH:19])=[CH:15][CH:14]=2)(=[O:12])=[O:11])[C:5]([Cl:8])=[N:6][CH:7]=1. The yield is 0.420. (3) The reactants are [C:1]([OH:22])(=O)[CH2:2][CH2:3][CH2:4][CH2:5][CH2:6][CH2:7][CH2:8][CH2:9][CH2:10][CH:11]=[CH:12][CH2:13][CH:14]=[CH:15][CH2:16][CH2:17][CH2:18][CH2:19][CH3:20].Cl.C[NH:25]OC.C1C=NC2N(O)N=NC=2C=1.CCN(CC)CC.C(Cl)CCl. The catalyst is C(Cl)Cl. The product is [C:1]([NH2:25])(=[O:22])[CH2:2][CH2:3][CH2:4][CH2:5][CH2:6][CH2:7][CH2:8][CH2:9][CH2:10][CH:11]=[CH:12][CH2:13][CH:14]=[CH:15][CH2:16][CH2:17][CH2:18][CH2:19][CH3:20]. The yield is 0.930. (4) The reactants are [NH2:1][C:2]1[CH:3]=[C:4]([CH:7]=[CH:8][C:9]=1[OH:10])[C:5]#[N:6].C(O[C:14]([S-])=[S:15])C.[K+].Cl. The catalyst is N1C=CC=CC=1. The product is [S:15]=[C:14]1[NH:1][C:2]2[CH:3]=[C:4]([C:5]#[N:6])[CH:7]=[CH:8][C:9]=2[O:10]1. The yield is 0.460. (5) The reactants are [Cl:1][C:2]1[N:3]=[C:4]2[C:9](=[CH:10][CH:11]=1)[N:8]=[CH:7][C:6]([C:12](=[O:14])[CH3:13])=[C:5]2[NH:15][C@H:16]1[CH2:21][CH2:20][C@H:19]([CH2:22][N:23]([CH3:25])[CH3:24])[CH2:18][CH2:17]1.[Cl:26][C:27]1[CH:32]=[C:31](B2OC(C)(C)C(C)(C)O2)[CH:30]=[C:29]([F:42])[C:28]=1[OH:43].C1(N)C(F)=C(F)C(F)=C(N)C=1F.Cl.Cl. No catalyst specified. The product is [ClH:1].[ClH:26].[Cl:26][C:27]1[CH:32]=[C:31]([C:2]2[N:3]=[C:4]3[C:9](=[CH:10][CH:11]=2)[N:8]=[CH:7][C:6]([C:12](=[O:14])[CH3:13])=[C:5]3[NH:15][C@H:16]2[CH2:21][CH2:20][C@H:19]([CH2:22][N:23]([CH3:25])[CH3:24])[CH2:18][CH2:17]2)[CH:30]=[C:29]([F:42])[C:28]=1[OH:43]. The yield is 0.520. (6) The reactants are [O:1]=[C:2]([CH3:12])[CH2:3][P:4](=[O:11])([O:8][CH2:9][CH3:10])[O:5][CH2:6][CH3:7].C1(C)C=CC=CC=1.[H-].[Na+].C(NC1C=CC(S([N:35]=[N+:36]=[N-])(=O)=O)=CC=1)(=O)C. The catalyst is C1COCC1. The product is [N+:35](=[C:3]([P:4](=[O:11])([O:5][CH2:6][CH3:7])[O:8][CH2:9][CH3:10])[C:2](=[O:1])[CH3:12])=[N-:36]. The yield is 0.710. (7) The reactants are [C:1]1([C:7]2[C:14]3[S:13][C:12]([NH2:15])=[N:11][C:10]=3[NH:9][N:8]=2)[CH:6]=[CH:5][CH:4]=[CH:3][CH:2]=1.[Cl:16][C:17]1[S:18][C:19]([C:23](Cl)=[O:24])=[C:20]([CH3:22])[N:21]=1.C1(C)C=CC=CC=1.C(O)C(N)(CO)CO. The catalyst is CN(C1C=CN=CC=1)C.C1COCC1. The product is [C:1]1([C:7]2[C:14]3[S:13][C:12]([NH:15][C:23]([C:19]4[S:18][C:17]([Cl:16])=[N:21][C:20]=4[CH3:22])=[O:24])=[N:11][C:10]=3[NH:9][N:8]=2)[CH:2]=[CH:3][CH:4]=[CH:5][CH:6]=1. The yield is 0.210.